Dataset: Reaction yield outcomes from USPTO patents with 853,638 reactions. Task: Predict the reaction yield, written as a fraction of the theoretical maximum amount of product (1.0 means a 100% yield; for example, 0.34 means a 34% yield). The reactants are C([Li])CCC.Br[C:7]1[S:8][CH:9]=[CH:10][C:11]=1[CH2:12][CH2:13][CH2:14][CH2:15][CH2:16][CH2:17][CH2:18][CH2:19][CH2:20][CH2:21][CH2:22][CH3:23].CN([CH:27]=[O:28])C.[NH4+].[Cl-]. No catalyst specified. The product is [CH2:12]([C:11]1[CH:10]=[CH:9][S:8][C:7]=1[CH:27]=[O:28])[CH2:13][CH2:14][CH2:15][CH2:16][CH2:17][CH2:18][CH2:19][CH2:20][CH2:21][CH2:22][CH3:23]. The yield is 0.870.